Task: Predict the reactants needed to synthesize the given product.. Dataset: Full USPTO retrosynthesis dataset with 1.9M reactions from patents (1976-2016) The reactants are: Br[C:2]1[N:6]2[CH:7]=[CH:8][C:9]([C:11]([F:14])([F:13])[F:12])=[N:10][C:5]2=[N:4][CH:3]=1.[C:15]([C:17]1[CH:22]=[CH:21][CH:20]=[CH:19][C:18]=1[C:23]1[C:28]([F:29])=[CH:27][CH:26]=[C:25](B(O)O)[C:24]=1[F:33])#[N:16]. Given the product [F:29][C:28]1[C:27]([C:2]2[N:6]3[CH:7]=[CH:8][C:9]([C:11]([F:14])([F:13])[F:12])=[N:10][C:5]3=[N:4][CH:3]=2)=[CH:26][CH:25]=[C:24]([F:33])[C:23]=1[C:18]1[C:17]([C:15]#[N:16])=[CH:22][CH:21]=[CH:20][CH:19]=1, predict the reactants needed to synthesize it.